Dataset: NCI-60 drug combinations with 297,098 pairs across 59 cell lines. Task: Regression. Given two drug SMILES strings and cell line genomic features, predict the synergy score measuring deviation from expected non-interaction effect. Drug 1: C1=NC2=C(N1)C(=S)N=C(N2)N. Drug 2: C1=NNC2=C1C(=O)NC=N2. Cell line: NCI/ADR-RES. Synergy scores: CSS=26.2, Synergy_ZIP=-11.9, Synergy_Bliss=-4.29, Synergy_Loewe=-36.2, Synergy_HSA=-4.27.